The task is: Regression. Given a peptide amino acid sequence and an MHC pseudo amino acid sequence, predict their binding affinity value. This is MHC class I binding data.. This data is from Peptide-MHC class I binding affinity with 185,985 pairs from IEDB/IMGT. (1) The peptide sequence is GQMYNMNTL. The MHC is HLA-A25:01 with pseudo-sequence HLA-A25:01. The binding affinity (normalized) is 0.0847. (2) The peptide sequence is AIKQYGDIDL. The MHC is HLA-A02:03 with pseudo-sequence HLA-A02:03. The binding affinity (normalized) is 0.00694. (3) The peptide sequence is CFVRSSPASF. The MHC is H-2-Db with pseudo-sequence H-2-Db. The binding affinity (normalized) is 0.0177. (4) The peptide sequence is WVSRFGERK. The MHC is HLA-B46:01 with pseudo-sequence HLA-B46:01. The binding affinity (normalized) is 0.0847. (5) The peptide sequence is NHINVELSS. The MHC is HLA-B38:01 with pseudo-sequence HLA-B38:01. The binding affinity (normalized) is 0.0976. (6) The peptide sequence is KRKRITVLDIG. The MHC is HLA-B27:05 with pseudo-sequence HLA-B27:05. The binding affinity (normalized) is 0.231.